This data is from Full USPTO retrosynthesis dataset with 1.9M reactions from patents (1976-2016). The task is: Predict the reactants needed to synthesize the given product. (1) Given the product [CH3:1][N:2]([C:3]1[CH:12]=[CH:11][C:6]([S:7]([OH:10])(=[O:9])=[O:8])=[CH:5][CH:4]=1)[CH2:16][C:17]([O:19][CH2:20][CH3:21])=[O:18], predict the reactants needed to synthesize it. The reactants are: [CH3:1][NH:2][C:3]1[CH:12]=[CH:11][C:6]([S:7]([OH:10])(=[O:9])=[O:8])=[CH:5][CH:4]=1.[H-].[Na+].Br[CH2:16][C:17]([O:19][CH2:20][CH3:21])=[O:18].Cl. (2) Given the product [CH:1]([N:50]1[CH2:51][C@@H:47]([NH:46][C:44](=[O:45])[C:43]2[CH:42]=[CH:41][C:40]([CH2:39][C:37]3[C:36]4[C:31](=[CH:32][CH:33]=[CH:34][CH:35]=4)[N:30]=[C:29]([CH3:28])[CH:38]=3)=[CH:57][CH:56]=2)[C@@H:48]([C:52]([O:54][CH3:55])=[O:53])[CH2:49]1)([CH3:3])[CH3:2], predict the reactants needed to synthesize it. The reactants are: [CH:1](N(C(C)C)CC)([CH3:3])[CH3:2].CC(C)=O.[BH-](OC(C)=O)(OC(C)=O)OC(C)=O.[Na+].[CH3:28][C:29]1[CH:38]=[C:37]([CH2:39][C:40]2[CH:57]=[CH:56][C:43]([C:44]([NH:46][C@@H:47]3[CH2:51][NH:50][CH2:49][C@@H:48]3[C:52]([O:54][CH3:55])=[O:53])=[O:45])=[CH:42][CH:41]=2)[C:36]2[C:31](=[CH:32][CH:33]=[CH:34][CH:35]=2)[N:30]=1. (3) Given the product [Br:32][CH2:23][C:9]1[C:8]([O:7][C:6]2[CH:25]=[CH:26][CH:27]=[C:4]([O:3][C:2]([F:29])([F:28])[F:1])[CH:5]=2)=[N:12][N:11]([C:13]2[CH:18]=[CH:17][C:16]([C:19]([F:22])([F:21])[F:20])=[CH:15][CH:14]=2)[N:10]=1, predict the reactants needed to synthesize it. The reactants are: [F:1][C:2]([F:29])([F:28])[O:3][C:4]1[CH:5]=[C:6]([CH:25]=[CH:26][CH:27]=1)[O:7][C:8]1[C:9]([CH2:23]O)=[N:10][N:11]([C:13]2[CH:18]=[CH:17][C:16]([C:19]([F:22])([F:21])[F:20])=[CH:15][CH:14]=2)[N:12]=1.[OH-].[Na+].[BrH:32]. (4) Given the product [CH3:36][N:42]([CH3:41])[C@@H:2]1[CH2:7][CH2:6][C@H:5]([N:8]([CH2:32][CH3:33])[C:9]2[C:24]3[CH2:23][CH:22]=[CH:21][CH2:20][CH2:19][C:18]4[CH:25]=[C:26]([CH3:30])[NH:27][C:28](=[O:29])[C:17]=4[CH2:16][NH:15][C:14](=[O:31])[C:13]=3[CH:12]=[CH:11][CH:10]=2)[CH2:4][CH2:3]1, predict the reactants needed to synthesize it. The reactants are: N[C@@H:2]1[CH2:7][CH2:6][C@H:5]([N:8]([CH2:32][CH3:33])[C:9]2[C:24]3[CH2:23][CH:22]=[CH:21][CH2:20][CH2:19][C:18]4[CH:25]=[C:26]([CH3:30])[NH:27][C:28](=[O:29])[C:17]=4[CH2:16][NH:15][C:14](=[O:31])[C:13]=3[CH:12]=[CH:11][CH:10]=2)[CH2:4][CH2:3]1.C=O.[CH3:36]C(O)=O.[BH3-][C:41]#[N:42].[Na+].C([O-])(O)=O.[Na+]. (5) Given the product [C:25]([O:29][C:30](=[O:31])[N:1]([CH2:23][CH2:22][C:21](=[O:24])[NH:20][O:19][CH2:12][C:13]1[CH:18]=[CH:17][CH:16]=[CH:15][CH:14]=1)[C@@H:2]([CH2:10][OH:11])[CH2:3][C:4]1[CH:5]=[CH:6][CH:7]=[CH:8][CH:9]=1)([CH3:28])([CH3:27])[CH3:26], predict the reactants needed to synthesize it. The reactants are: [NH2:1][C@@H:2]([CH2:10][OH:11])[CH2:3][C:4]1[CH:9]=[CH:8][CH:7]=[CH:6][CH:5]=1.[CH2:12]([O:19][NH:20][C:21](=[O:24])[CH:22]=[CH2:23])[C:13]1[CH:18]=[CH:17][CH:16]=[CH:15][CH:14]=1.[C:25]([O:29][C:30](O[C:30]([O:29][C:25]([CH3:28])([CH3:27])[CH3:26])=[O:31])=[O:31])([CH3:28])([CH3:27])[CH3:26]. (6) The reactants are: [CH2:1]([OH:9])[C:2]1[C:3](=[CH:5][CH:6]=[CH:7][CH:8]=1)[OH:4].[CH3:10][C:11]([CH3:13])=O.C1(C)C=CC(S(O)(=O)=O)=CC=1. Given the product [CH3:10][C:11]1([CH3:13])[O:9][CH2:1][C:2]2[CH:8]=[CH:7][CH:6]=[CH:5][C:3]=2[O:4]1, predict the reactants needed to synthesize it. (7) Given the product [O:1]([C:8]1[CH:30]=[CH:29][C:11]([O:12][C:13]2[C:14]3[N:21]([CH2:22][CH:23]4[CH2:24][CH2:25][N:26]([C:36]#[N:37])[CH2:27][CH2:28]4)[CH:20]=[CH:19][C:15]=3[N:16]=[CH:17][N:18]=2)=[CH:10][CH:9]=1)[C:2]1[CH:7]=[CH:6][CH:5]=[CH:4][CH:3]=1, predict the reactants needed to synthesize it. The reactants are: [O:1]([C:8]1[CH:30]=[CH:29][C:11]([O:12][C:13]2[C:14]3[N:21]([CH2:22][CH:23]4[CH2:28][CH2:27][NH:26][CH2:25][CH2:24]4)[CH:20]=[CH:19][C:15]=3[N:16]=[CH:17][N:18]=2)=[CH:10][CH:9]=1)[C:2]1[CH:7]=[CH:6][CH:5]=[CH:4][CH:3]=1.C(=O)(O)[O-].[Na+].[C:36](Br)#[N:37]. (8) The reactants are: [S:1](=[O:26])(=[O:25])([O:3][CH2:4][C@@H:5]1[C@@H:12]2[C@@H:8]([O:9][C:10]([CH3:14])([CH3:13])[O:11]2)[C@H:7]([N:15]2[CH:23]=[N:22][C:21]3[C:16]2=[N:17][CH:18]=[N:19][C:20]=3Cl)[O:6]1)[NH2:2].[Na+].[I-:28].FC(F)(F)C(O)=O. Given the product [S:1](=[O:26])(=[O:25])([O:3][CH2:4][C@@H:5]1[C@@H:12]2[C@@H:8]([O:9][C:10]([CH3:14])([CH3:13])[O:11]2)[C@H:7]([N:15]2[CH:23]=[N:22][C:21]3[C:16]2=[N:17][CH:18]=[N:19][C:20]=3[I:28])[O:6]1)[NH2:2], predict the reactants needed to synthesize it. (9) The reactants are: COC1C=CC(C[NH:8][C:9]2[C:18]3[C:13](=[CH:14][CH:15]=[CH:16][CH:17]=3)[NH:12][C:11](=[O:19])[C:10]=2[C:20]([O:22][CH3:23])=[O:21])=CC=1. Given the product [NH2:8][C:9]1[C:18]2[C:13](=[CH:14][CH:15]=[CH:16][CH:17]=2)[NH:12][C:11](=[O:19])[C:10]=1[C:20]([O:22][CH3:23])=[O:21], predict the reactants needed to synthesize it.